Dataset: Peptide-MHC class II binding affinity with 134,281 pairs from IEDB. Task: Regression. Given a peptide amino acid sequence and an MHC pseudo amino acid sequence, predict their binding affinity value. This is MHC class II binding data. The binding affinity (normalized) is 0. The MHC is DRB1_1201 with pseudo-sequence DRB1_1201. The peptide sequence is SHILGPERPSQQQPLPPQQTL.